From a dataset of Catalyst prediction with 721,799 reactions and 888 catalyst types from USPTO. Predict which catalyst facilitates the given reaction. Reactant: [ClH:1].[N:2]1([C@@H:11]([C:17]2[CH:22]=[CH:21][CH:20]=[CH:19][CH:18]=2)[C@H:12]([OH:16])[CH2:13][NH:14][CH3:15])[C:10]2[C:5](=[CH:6][CH:7]=[CH:8][CH:9]=2)[CH:4]=[CH:3]1.[CH3:23]C1C2C(=CC=CC=2)N([C@@H](C2C=CC=CC=2)[C@H](O)COS(C2C=CC(C)=CC=2)(=O)=O)C=1.CN. Product: [ClH:1].[CH3:15][NH:14][CH2:13][C@@H:12]([OH:16])[C@@H:11]([N:2]1[C:10]2[C:5](=[CH:6][CH:7]=[CH:8][CH:9]=2)[C:4]([CH3:23])=[CH:3]1)[C:17]1[CH:22]=[CH:21][CH:20]=[CH:19][CH:18]=1. The catalyst class is: 5.